This data is from Catalyst prediction with 721,799 reactions and 888 catalyst types from USPTO. The task is: Predict which catalyst facilitates the given reaction. Reactant: [Cl:1][C:2]1[CH:3]=[C:4]([CH:23]=[C:24]([N+:27]([O-])=O)[C:25]=1[F:26])[C:5]([NH:7][CH2:8][C:9]1[CH:14]=[CH:13][C:12]([C:15]#[N:16])=[CH:11][C:10]=1[O:17][CH2:18][C:19](=[O:22])[NH:20][CH3:21])=[O:6]. Product: [NH2:27][C:24]1[CH:23]=[C:4]([CH:3]=[C:2]([Cl:1])[C:25]=1[F:26])[C:5]([NH:7][CH2:8][C:9]1[CH:14]=[CH:13][C:12]([C:15]#[N:16])=[CH:11][C:10]=1[O:17][CH2:18][C:19](=[O:22])[NH:20][CH3:21])=[O:6]. The catalyst class is: 183.